Dataset: Forward reaction prediction with 1.9M reactions from USPTO patents (1976-2016). Task: Predict the product of the given reaction. (1) Given the reactants [CH3:1][NH:2][C@@H:3]1[C:8]2[CH:9]=[CH:10][CH:11]=[CH:12][C:7]=2[C@H:6]([C:13]2[CH:14]=[CH:15][C:16]([Cl:20])=[C:17]([Cl:19])[CH:18]=2)[CH2:5][CH2:4]1.C([O-])(=O)C(C1C=CC=CC=1)O.[OH-].[Na+].[ClH:34], predict the reaction product. The product is: [CH3:1][NH:2][C@@H:3]1[C:8]2[CH:9]=[CH:10][CH:11]=[CH:12][C:7]=2[C@H:6]([C:13]2[CH:14]=[CH:15][C:16]([Cl:20])=[C:17]([Cl:19])[CH:18]=2)[CH2:5][CH2:4]1.[ClH:34]. (2) Given the reactants C(O)(C(F)(F)F)=O.OC(C(F)(F)F)=O.[CH3:15][N:16]([CH3:41])[C:17]([N:19]1[C:27]2[CH:26]=[CH:25][C:24]([C:28]([N:30]3[CH2:35][CH2:34][CH:33]([CH3:36])[CH2:32][CH2:31]3)=[O:29])=[CH:23][C:22]=2[C:21]2[CH2:37][NH:38][CH2:39][CH2:40][C:20]1=2)=[O:18].[O:42]1[CH2:47][CH2:46][C:45](=O)[CH2:44][CH2:43]1, predict the reaction product. The product is: [CH3:41][N:16]([CH3:15])[C:17]([N:19]1[C:27]2[CH:26]=[CH:25][C:24]([C:28]([N:30]3[CH2:35][CH2:34][CH:33]([CH3:36])[CH2:32][CH2:31]3)=[O:29])=[CH:23][C:22]=2[C:21]2[CH2:37][N:38]([CH:45]3[CH2:46][CH2:47][O:42][CH2:43][CH2:44]3)[CH2:39][CH2:40][C:20]1=2)=[O:18].